This data is from Catalyst prediction with 721,799 reactions and 888 catalyst types from USPTO. The task is: Predict which catalyst facilitates the given reaction. (1) Reactant: [N:1]1([C:6]2[N:11]=[CH:10][C:9]([NH:12][C:13](=[O:21])OC3C=CC=CC=3)=[CH:8][CH:7]=2)[CH2:5][CH2:4][CH2:3][CH2:2]1.[CH3:22][CH:23]1[CH2:28][CH2:27][N:26]([C:29]2[C:34]([CH2:35][NH2:36])=[CH:33][CH:32]=[C:31]([C:37]([F:40])([F:39])[F:38])[N:30]=2)[CH2:25][CH2:24]1.C(N(CC)CC)C. Product: [CH3:22][CH:23]1[CH2:24][CH2:25][N:26]([C:29]2[C:34]([CH2:35][NH:36][C:13]([NH:12][C:9]3[CH:10]=[N:11][C:6]([N:1]4[CH2:2][CH2:3][CH2:4][CH2:5]4)=[CH:7][CH:8]=3)=[O:21])=[CH:33][CH:32]=[C:31]([C:37]([F:40])([F:38])[F:39])[N:30]=2)[CH2:27][CH2:28]1. The catalyst class is: 58. (2) Reactant: [F:1][CH:2]([F:25])[O:3][C:4]1[C:9]2[O:10][C:11]3[C:12](=[O:19])[N:13]([CH2:17][CH3:18])[N:14]=[CH:15][C:16]=3[C:8]=2[C:7]([C:20]([O:22]CC)=[O:21])=[CH:6][CH:5]=1.[OH-].[Na+]. Product: [F:25][CH:2]([F:1])[O:3][C:4]1[C:9]2[O:10][C:11]3[C:12](=[O:19])[N:13]([CH2:17][CH3:18])[N:14]=[CH:15][C:16]=3[C:8]=2[C:7]([C:20]([OH:22])=[O:21])=[CH:6][CH:5]=1. The catalyst class is: 5.